This data is from Full USPTO retrosynthesis dataset with 1.9M reactions from patents (1976-2016). The task is: Predict the reactants needed to synthesize the given product. (1) Given the product [CH:51]([C@H:32]1[C:31](=[O:55])[N:30]2[CH2:56][CH2:57][CH2:58][C@@H:29]2[C:28](=[O:59])[NH:27][C@@H:13]([CH2:14][CH2:15][CH2:16][CH2:17][NH:12][S:9]([NH:8][C:6](=[O:7])[O:5][C:1]([CH3:2])([CH3:3])[CH3:4])(=[O:10])=[O:11])[C:37](=[O:38])[NH:36][C@H:35]([CH2:39][C:40]2[CH:45]=[CH:44][C:43]([C:46]([F:47])([F:48])[F:49])=[CH:42][CH:41]=2)[C:34](=[O:50])[NH:33]1)([CH2:53][CH3:54])[CH3:52], predict the reactants needed to synthesize it. The reactants are: [C:1]([O:5][C:6]([N-:8][S:9]([N:12]1[CH:17]=[CH:16][C:15](=[N+](C)C)[CH:14]=[CH:13]1)(=[O:11])=[O:10])=[O:7])([CH3:4])([CH3:3])[CH3:2].NCCCC[C@H]1[C:37](=[O:38])[NH:36][C@H:35]([CH2:39][C:40]2[CH:45]=[CH:44][C:43]([C:46]([F:49])([F:48])[F:47])=[CH:42][CH:41]=2)[C:34](=[O:50])[NH:33][C@@H:32]([CH:51]([CH2:53][CH3:54])[CH3:52])[C:31](=[O:55])[N:30]2[CH2:56][CH2:57][CH2:58][C@@H:29]2[C:28](=[O:59])[NH:27]1. (2) Given the product [Cl:11][C:12]1[C:21]2[C:16](=[CH:17][C:18]([O:23][CH3:24])=[CH:19][CH:20]=2)[CH:15]=[CH:14][N:13]=1.[Cl:11][C:12]1[C:21]2[C:16](=[CH:17][C:18]([OH:23])=[CH:19][CH:20]=2)[CH:15]=[CH:14][N:13]=1, predict the reactants needed to synthesize it. The reactants are: COC1C=C(C=CC=1)C=O.[Cl:11][C:12]1[C:21]2[C:16](=[CH:17][C:18]([O:23][CH3:24])=[C:19](C)[CH:20]=2)[CH:15]=[CH:14][N:13]=1. (3) The reactants are: [CH2:1]([SH:3])[CH3:2].[CH3:4][S:5]([C:8]([S:11](C)=O)(Cl)Cl)(=[O:7])=[O:6].C(Cl)(Cl)Cl. Given the product [CH3:4][S:5](=[O:7])(=[O:6])[CH2:8][S:11][S:3][CH2:1][CH3:2], predict the reactants needed to synthesize it. (4) Given the product [F:1][C:2]1[CH:7]=[C:6]([F:8])[CH:5]=[CH:4][C:3]=1[N:9]1[C:13]2[CH:14]([CH2:19][C:20]3[CH:25]=[CH:24][CH:23]=[C:22]([F:26])[CH:21]=3)[CH2:15][CH2:16][CH2:17][CH2:18][C:12]=2[C:11]([C:27]([OH:31])=[O:28])=[N:10]1, predict the reactants needed to synthesize it. The reactants are: [F:1][C:2]1[CH:7]=[C:6]([F:8])[CH:5]=[CH:4][C:3]=1[N:9]1[C:13]2[CH:14]([CH2:19][C:20]3[CH:25]=[CH:24][CH:23]=[C:22]([F:26])[CH:21]=3)[CH2:15][CH2:16][CH2:17][CH2:18][C:12]=2[C:11]([CH:27]=[O:28])=[N:10]1.CC(C)=[O:31]. (5) Given the product [F:1][C:2]1[CH:10]=[C:9]2[C:5]([C:6]([CH:16]3[CH2:17][CH2:18][NH:13][CH2:14][CH2:15]3)=[CH:7][NH:8]2)=[CH:4][CH:3]=1, predict the reactants needed to synthesize it. The reactants are: [F:1][C:2]1[CH:10]=[C:9]2[C:5]([CH:6]=[CH:7][NH:8]2)=[CH:4][CH:3]=1.Cl.O.[NH:13]1[CH2:18][CH2:17][C:16](=O)[CH2:15][CH2:14]1. (6) Given the product [CH2:1]([N:8]([C:9]1[CH:17]=[CH:16][C:12]([C:13]([N:31]2[CH2:32][CH2:33][N:28]([CH3:27])[CH2:29][CH2:30]2)=[O:14])=[CH:11][CH:10]=1)[S:18]([C:21]1[N:22]=[CH:23][N:24]([CH3:26])[CH:25]=1)(=[O:19])=[O:20])[C:2]1[CH:7]=[CH:6][CH:5]=[CH:4][CH:3]=1, predict the reactants needed to synthesize it. The reactants are: [CH2:1]([N:8]([S:18]([C:21]1[N:22]=[CH:23][N:24]([CH3:26])[CH:25]=1)(=[O:20])=[O:19])[C:9]1[CH:17]=[CH:16][C:12]([C:13](O)=[O:14])=[CH:11][CH:10]=1)[C:2]1[CH:7]=[CH:6][CH:5]=[CH:4][CH:3]=1.[CH3:27][N:28]1[CH2:33][CH2:32][NH:31][CH2:30][CH2:29]1.C(N(CC)CC)C.F[P-](F)(F)(F)(F)F.N1(OC(N(C)C)=[N+](C)C)C2N=CC=CC=2N=N1. (7) Given the product [O:1]=[C:2]1[C:10]2[C:5](=[CH:6][CH:7]=[CH:8][CH:9]=2)[C:4](=[O:11])[N:3]1[CH2:12][CH2:13][CH2:14][CH2:15][CH2:16][CH2:17][CH2:18][N:19]([CH2:59][CH2:60][CH2:61][CH2:62][CH2:63][CH2:64][CH2:65][N:66]1[C:67](=[O:76])[C:68]2[C:73](=[CH:72][CH:71]=[CH:70][CH:69]=2)[C:74]1=[O:75])[C:20]([C:22]1[N:26]([CH2:27][C:28]2[CH:33]=[CH:32][CH:31]=[C:30]([CH2:34][OH:35])[CH:29]=2)[C:25]([CH2:36][CH2:37][C:38]([OH:51])([C:39]2[CH:40]=[CH:41][CH:42]=[CH:43][CH:44]=2)[C:45]2[CH:46]=[CH:47][CH:48]=[CH:49][CH:50]=2)=[C:24]([CH2:52][CH2:53][C:54]([O:56][CH2:57][CH3:58])=[O:55])[CH:23]=1)=[O:21], predict the reactants needed to synthesize it. The reactants are: [O:1]=[C:2]1[C:10]2[C:5](=[CH:6][CH:7]=[CH:8][CH:9]=2)[C:4](=[O:11])[N:3]1[CH2:12][CH2:13][CH2:14][CH2:15][CH2:16][CH2:17][CH2:18][N:19]([CH2:59][CH2:60][CH2:61][CH2:62][CH2:63][CH2:64][CH2:65][N:66]1[C:74](=[O:75])[C:73]2[C:68](=[CH:69][CH:70]=[CH:71][CH:72]=2)[C:67]1=[O:76])[C:20]([C:22]1[N:26]([CH2:27][C:28]2[CH:33]=[CH:32][CH:31]=[C:30]([CH2:34][OH:35])[CH:29]=2)[C:25]([C:36]#[C:37][C:38]([OH:51])([C:45]2[CH:50]=[CH:49][CH:48]=[CH:47][CH:46]=2)[C:39]2[CH:44]=[CH:43][CH:42]=[CH:41][CH:40]=2)=[C:24](/[CH:52]=[CH:53]/[C:54]([O:56][CH2:57][CH3:58])=[O:55])[CH:23]=1)=[O:21]. (8) Given the product [Br:25][C:26]1[CH:27]=[CH:28][C:29]([CH3:32])=[C:30]([C:3]2[C:4]([OH:8])=[CH:5][CH:6]=[CH:7][C:2]=2[Cl:1])[CH:31]=1, predict the reactants needed to synthesize it. The reactants are: [Cl:1][C:2]1[CH:7]=[CH:6][CH:5]=[C:4]([OH:8])[C:3]=1B(O)O.C([O-])([O-])=O.[Na+].[Na+].C1(C)C=CC=CC=1.[Br:25][C:26]1[CH:31]=[CH:30][C:29]([CH3:32])=[C:28](I)[CH:27]=1.